From a dataset of Forward reaction prediction with 1.9M reactions from USPTO patents (1976-2016). Predict the product of the given reaction. (1) Given the reactants [F:1][C:2]1[CH:3]=[C:4]([CH:7]=[C:8]([N:10]2[CH2:16][CH2:15][CH2:14][C:13]3[O:17][C:18]([C:20]4[CH:25]=[CH:24][CH:23]=[CH:22][N:21]=4)=[N:19][C:12]=3[CH2:11]2)[CH:9]=1)C#N.N1C=CC=CC=1C(O)=O.BrC1C=C(C=C([F:44])C=1)C#N, predict the reaction product. The product is: [F:1][C:2]1[CH:9]=[C:8]([N:10]2[CH2:16][CH2:15][CH2:14][C:13]3[O:17][C:18]([C:20]4[CH:25]=[CH:24][C:23]([F:44])=[CH:22][N:21]=4)=[N:19][C:12]=3[CH2:11]2)[CH:7]=[CH:4][CH:3]=1. (2) Given the reactants [C:1]([O:5][C:6]([C:8]1[CH:12]=[CH:11][NH:10][CH:9]=1)=[O:7])([CH3:4])([CH3:3])[CH3:2].C(=O)([O-])[O-].[Cs+].[Cs+].[C:19]([C:22]1[CH:23]=[CH:24][C:25](Br)=[N:26][CH:27]=1)(=[O:21])[CH3:20], predict the reaction product. The product is: [C:1]([O:5][C:6]([C:8]1[CH:12]=[CH:11][N:10]([C:25]2[CH:24]=[CH:23][C:22]([C:19](=[O:21])[CH3:20])=[CH:27][N:26]=2)[CH:9]=1)=[O:7])([CH3:4])([CH3:2])[CH3:3]. (3) Given the reactants C1(CCCN)C=CC=CC=1.[CH2:11]1[C:19]2[CH:18]=[CH:17][N:16]=[CH:15][C:14]=2[CH2:13][N:12]1[C:20]([NH:22][C:23]1[CH:28]=[CH:27][C:26]([N:29]2[CH2:32][CH:31]([C:33]([OH:35])=O)[CH2:30]2)=[CH:25][CH:24]=1)=[O:21].[CH2:36]1[C:44]2[C:39](=[CH:40][CH:41]=[CH:42][CH:43]=2)C[N:37]1C(NC1C=CC(C(O)=O)=CC=1)=O, predict the reaction product. The product is: [CH2:36]([NH:37][C:33]([CH:31]1[CH2:30][N:29]([C:26]2[CH:27]=[CH:28][C:23]([NH:22][C:20]([N:12]3[CH2:11][C:19]4[CH:18]=[CH:17][N:16]=[CH:15][C:14]=4[CH2:13]3)=[O:21])=[CH:24][CH:25]=2)[CH2:32]1)=[O:35])[C:44]1[CH:39]=[CH:40][CH:41]=[CH:42][CH:43]=1. (4) Given the reactants C(OC([NH:8][C:9]1[CH:14]=[CH:13][C:12]([C:15]2[C:16]([F:35])=[CH:17][N:18]3[C:23]([C:24]=2[CH3:25])=[C:22]([CH:26]2[CH2:28][CH2:27]2)[CH:21]=[C:20]([C:29]([O:31]CC)=[O:30])[C:19]3=[O:34])=[CH:11][C:10]=1[F:36])=O)(C)(C)C.Cl.[OH-].[Na+], predict the reaction product. The product is: [NH2:8][C:9]1[CH:14]=[CH:13][C:12]([C:15]2[C:16]([F:35])=[CH:17][N:18]3[C:23]([C:24]=2[CH3:25])=[C:22]([CH:26]2[CH2:28][CH2:27]2)[CH:21]=[C:20]([C:29]([OH:31])=[O:30])[C:19]3=[O:34])=[CH:11][C:10]=1[F:36]. (5) Given the reactants [CH:1]1[C:10]2[C:5](=[CH:6][CH:7]=[CH:8][CH:9]=2)[CH:4]=[CH:3][C:2]=1[C:11](Cl)=[O:12].Cl.[CH3:15][NH:16][O:17][CH3:18].C(N(C(C)C)CC)(C)C, predict the reaction product. The product is: [CH3:18][O:17][N:16]([CH3:15])[C:11]([C:2]1[CH:3]=[CH:4][C:5]2[C:10](=[CH:9][CH:8]=[CH:7][CH:6]=2)[CH:1]=1)=[O:12]. (6) Given the reactants [N+:1]([C:4]1[CH:12]=[CH:11][C:7]([C:8](Cl)=[O:9])=[CH:6][CH:5]=1)([O-:3])=[O:2].[OH:13][CH:14]1[C:18]2[N:19]=[CH:20][N:21]=[C:22]([N:23]3[CH2:28][CH2:27][N:26]([C:29]([O:31][C:32]([CH3:35])([CH3:34])[CH3:33])=[O:30])[CH2:25][CH2:24]3)[C:17]=2[C@H:16]([CH3:36])[CH2:15]1.CCN(CC)CC.C([O-])(O)=O.[Na+], predict the reaction product. The product is: [CH3:36][C@H:16]1[C:17]2[C:22]([N:23]3[CH2:28][CH2:27][N:26]([C:29]([O:31][C:32]([CH3:35])([CH3:34])[CH3:33])=[O:30])[CH2:25][CH2:24]3)=[N:21][CH:20]=[N:19][C:18]=2[C@H:14]([O:13][C:8](=[O:9])[C:7]2[CH:6]=[CH:5][C:4]([N+:1]([O-:3])=[O:2])=[CH:12][CH:11]=2)[CH2:15]1.[CH3:36][C@H:16]1[C:17]2[C:22]([N:23]3[CH2:28][CH2:27][N:26]([C:29]([O:31][C:32]([CH3:35])([CH3:34])[CH3:33])=[O:30])[CH2:25][CH2:24]3)=[N:21][CH:20]=[N:19][C:18]=2[C@@H:14]([O:13][C:8](=[O:9])[C:7]2[CH:6]=[CH:5][C:4]([N+:1]([O-:3])=[O:2])=[CH:12][CH:11]=2)[CH2:15]1.